Dataset: Catalyst prediction with 721,799 reactions and 888 catalyst types from USPTO. Task: Predict which catalyst facilitates the given reaction. Reactant: O.[NH2:2][NH2:3].[F:4][C:5]1[CH:10]=[CH:9][C:8]([CH2:11][C:12]([C:14]2[C:15]([C:21]([O:23]C)=O)=[C:16]([CH3:20])[NH:17][C:18]=2[CH3:19])=O)=[CH:7][C:6]=1[C:25]([N:27]1[CH2:32][CH2:31][CH:30]([O:33][CH3:34])[CH2:29][CH2:28]1)=[O:26]. Product: [F:4][C:5]1[CH:10]=[CH:9][C:8]([CH2:11][C:12]2[C:14]3[C:15](=[C:16]([CH3:20])[NH:17][C:18]=3[CH3:19])[C:21](=[O:23])[NH:2][N:3]=2)=[CH:7][C:6]=1[C:25]([N:27]1[CH2:32][CH2:31][CH:30]([O:33][CH3:34])[CH2:29][CH2:28]1)=[O:26]. The catalyst class is: 15.